Dataset: Forward reaction prediction with 1.9M reactions from USPTO patents (1976-2016). Task: Predict the product of the given reaction. (1) Given the reactants [CH3:1][O:2][C:3]1[NH:7][N:6]=[C:5]([NH2:8])[CH:4]=1.C(N(CC)CC)C.[Cl:16][C:17]1[N:22]=[C:21](Cl)[C:20]([Cl:24])=[CH:19][N:18]=1, predict the reaction product. The product is: [Cl:16][C:17]1[N:22]=[C:21]([NH:8][C:5]2[CH:4]=[C:3]([O:2][CH3:1])[NH:7][N:6]=2)[C:20]([Cl:24])=[CH:19][N:18]=1. (2) Given the reactants [CH2:1]([O:3][C:4](=[O:30])[CH2:5][CH2:6][C:7]1[CH:12]=[CH:11][C:10]([CH2:13][N:14]2[CH:19]=[CH:18][CH:17]=[C:16]([C:20]3[CH:25]=[CH:24][C:23]([N+:26]([O-])=O)=[CH:22][CH:21]=3)[C:15]2=[O:29])=[CH:9][CH:8]=1)[CH3:2].[H][H], predict the reaction product. The product is: [CH2:1]([O:3][C:4](=[O:30])[CH2:5][CH2:6][C:7]1[CH:8]=[CH:9][C:10]([CH2:13][N:14]2[CH:19]=[CH:18][CH:17]=[C:16]([C:20]3[CH:25]=[CH:24][C:23]([NH2:26])=[CH:22][CH:21]=3)[C:15]2=[O:29])=[CH:11][CH:12]=1)[CH3:2]. (3) Given the reactants [CH3:1][N:2](C(OC(C)(C)C)=O)[CH:3]([CH2:5]/[CH:6]=[CH:7]/[C:8]1[CH:9]=[N:10][C:11]([O:14][CH3:15])=[CH:12][CH:13]=1)[CH3:4].FC(F)(F)C(O)=O, predict the reaction product. The product is: [CH3:1][NH:2][CH:3]([CH2:5]/[CH:6]=[CH:7]/[C:8]1[CH:9]=[N:10][C:11]([O:14][CH3:15])=[CH:12][CH:13]=1)[CH3:4]. (4) Given the reactants OC1C(C(C2C=CC=CC=2)(C)C)=NC2C([C:11]=1[C:12]([OH:14])=[O:13])=CC=C1CCCCC=21.[F:28][C:29]([F:42])([F:41])[C:30]1[CH:31]=[CH:32][CH:33]=[C:34]2[C:38]=1[NH:37][C:36](=O)[C:35]2=[O:40].OCC(=O)[CH:46]([CH3:54])[CH2:47][C:48]1[CH:53]=[CH:52][CH:51]=[CH:50][CH:49]=1, predict the reaction product. The product is: [OH:40][C:35]1[C:36]([CH:46]([CH3:54])[CH2:47][C:48]2[CH:49]=[CH:50][CH:51]=[CH:52][CH:53]=2)=[N:37][C:38]2[C:34]([C:11]=1[C:12]([OH:14])=[O:13])=[CH:33][CH:32]=[CH:31][C:30]=2[C:29]([F:28])([F:41])[F:42].